From a dataset of Catalyst prediction with 721,799 reactions and 888 catalyst types from USPTO. Predict which catalyst facilitates the given reaction. (1) Reactant: [CH:1]1([C:7]2[S:21][C:10]3[N:11]=[C:12]([CH3:20])[N:13]=[C:14]([C:15](OCC)=[O:16])[C:9]=3[CH:8]=2)[CH2:6][CH2:5][CH2:4][CH2:3][CH2:2]1.[Cl-].[Ca+2].[Cl-].[BH4-].[Na+].Cl. Product: [CH:1]1([C:7]2[S:21][C:10]3[N:11]=[C:12]([CH3:20])[N:13]=[C:14]([CH2:15][OH:16])[C:9]=3[CH:8]=2)[CH2:2][CH2:3][CH2:4][CH2:5][CH2:6]1. The catalyst class is: 301. (2) Reactant: [Cl-].O[NH3+:3].[C:4](=[O:7])([O-])[OH:5].[Na+].CS(C)=O.[CH2:13]([C:17]1[N:18]=[C:19]([CH3:49])[N:20]([CH2:39][CH:40]2[CH2:44][C:43]3[CH:45]=[CH:46][CH:47]=[CH:48][C:42]=3[O:41]2)[C:21](=[O:38])[C:22]=1[CH2:23][C:24]1[CH:29]=[CH:28][C:27]([C:30]2[C:31]([C:36]#[N:37])=[CH:32][CH:33]=[CH:34][CH:35]=2)=[CH:26][CH:25]=1)[CH2:14][CH2:15][CH3:16]. Product: [CH2:13]([C:17]1[N:18]=[C:19]([CH3:49])[N:20]([CH2:39][CH:40]2[CH2:44][C:43]3[CH:45]=[CH:46][CH:47]=[CH:48][C:42]=3[O:41]2)[C:21](=[O:38])[C:22]=1[CH2:23][C:24]1[CH:25]=[CH:26][C:27]([C:30]2[CH:35]=[CH:34][CH:33]=[CH:32][C:31]=2[C:36]2[NH:3][C:4](=[O:7])[O:5][N:37]=2)=[CH:28][CH:29]=1)[CH2:14][CH2:15][CH3:16]. The catalyst class is: 13. (3) Reactant: FC(F)(F)S(O[C@H:7]1[C@H:12]([NH:13][C:14]([O:16][C:17]([CH3:20])([CH3:19])[CH3:18])=[O:15])[CH2:11][CH2:10][CH2:9][C:8]1([F:22])[F:21])(=O)=O.[N-:25]=[N+:26]=[N-:27].[Na+]. Product: [N:25]([C@H:7]1[C:8]([F:22])([F:21])[CH2:9][CH2:10][CH2:11][C@H:12]1[NH:13][C:14](=[O:15])[O:16][C:17]([CH3:20])([CH3:19])[CH3:18])=[N+:26]=[N-:27]. The catalyst class is: 3. (4) Product: [C:1]1([CH2:7][O:8][C:9]2[CH:17]=[CH:16][CH:15]=[C:14]3[C:10]=2[CH:11]=[CH:12][N:13]3[C:29]2[CH:30]=[CH:31][C:26]([O:25][CH2:24][C:18]3[CH:23]=[CH:22][CH:21]=[CH:20][CH:19]=3)=[CH:27][CH:28]=2)[CH:2]=[CH:3][CH:4]=[CH:5][CH:6]=1. The catalyst class is: 12. Reactant: [C:1]1([CH2:7][O:8][C:9]2[CH:17]=[CH:16][CH:15]=[C:14]3[C:10]=2[CH:11]=[CH:12][NH:13]3)[CH:6]=[CH:5][CH:4]=[CH:3][CH:2]=1.[C:18]1([CH2:24][O:25][C:26]2[CH:31]=[CH:30][C:29](Br)=[CH:28][CH:27]=2)[CH:23]=[CH:22][CH:21]=[CH:20][CH:19]=1.[O-]P([O-])([O-])=O.[K+].[K+].[K+].N1CCC[C@H]1C(O)=O. (5) Reactant: [N:1]([O-:3])=O.[Na+].[NH2:5][C:6]1[N:11]([CH2:12][CH:13]([CH3:15])[CH3:14])[C:10](=[S:16])[N:9]([CH3:17])[C:8](=[O:18])[CH:7]=1.Cl. Product: [NH2:5][C:6]1[N:11]([CH2:12][CH:13]([CH3:15])[CH3:14])[C:10](=[S:16])[N:9]([CH3:17])[C:8](=[O:18])[C:7]=1[N:1]=[O:3]. The catalyst class is: 97. (6) Reactant: [CH3:1][C:2]1([CH3:18])[O:6][N:5]=[C:4]([S:7]([CH2:10][C:11]2[C:15]([CH3:16])=[N:14][N:13]([CH3:17])[N:12]=2)(=[O:9])=[O:8])[CH2:3]1.CC(N=P(N(C)C)(N(C)C)N=P(N(C)C)(N(C)C)N(C)C)(C)C.C1C=CC(S(N(S(C2C=CC=CC=2)(=O)=O)[F:52])(=O)=O)=CC=1. Product: [CH3:1][C:2]1([CH3:18])[O:6][N:5]=[C:4]([S:7]([CH:10]([F:52])[C:11]2[C:15]([CH3:16])=[N:14][N:13]([CH3:17])[N:12]=2)(=[O:8])=[O:9])[CH2:3]1. The catalyst class is: 7. (7) Product: [OH:31][C:2]([CH3:3])([CH3:1])[CH2:27][C:26]([C:23]1[CH:22]=[N:21][C:20]([CH3:19])=[CH:25][N:24]=1)=[O:28]. Reactant: [CH2:1]([Li])[CH2:2][CH2:3]C.CCCCCC.C(NC(C)C)(C)C.[CH3:19][C:20]1[N:21]=[CH:22][C:23]([C:26](=[O:28])[CH3:27])=[N:24][CH:25]=1.[Cl-].[Na+].[O:31]1CCCC1. The catalyst class is: 21.